This data is from CYP3A4 inhibition data for predicting drug metabolism from PubChem BioAssay. The task is: Regression/Classification. Given a drug SMILES string, predict its absorption, distribution, metabolism, or excretion properties. Task type varies by dataset: regression for continuous measurements (e.g., permeability, clearance, half-life) or binary classification for categorical outcomes (e.g., BBB penetration, CYP inhibition). Dataset: cyp3a4_veith. (1) The drug is CN(CCc1ccc(Cl)c(Cl)c1)CCN1CCCCCC1. The result is 1 (inhibitor). (2) The drug is O=C(O)/C=C\C(=O)Nc1cccc2c1-c1ccccc1C2=O. The result is 0 (non-inhibitor).